From a dataset of Full USPTO retrosynthesis dataset with 1.9M reactions from patents (1976-2016). Predict the reactants needed to synthesize the given product. (1) Given the product [ClH:24].[N:1]12[CH2:9][CH2:8][CH:5]([CH2:6][CH2:7]1)[N:4]([C:10]1[CH:15]=[CH:14][C:13]([NH:16][C:22](=[O:23])[C:21]3[CH:25]=[CH:26][C:18]([F:17])=[CH:19][CH:20]=3)=[CH:12][CH:11]=1)[CH2:3][CH2:2]2, predict the reactants needed to synthesize it. The reactants are: [N:1]12[CH2:9][CH2:8][CH:5]([CH2:6][CH2:7]1)[N:4]([C:10]1[CH:15]=[CH:14][C:13]([NH2:16])=[CH:12][CH:11]=1)[CH2:3][CH2:2]2.[F:17][C:18]1[CH:26]=[CH:25][C:21]([C:22]([Cl:24])=[O:23])=[CH:20][CH:19]=1. (2) Given the product [Cl:1][C:2]1[CH:23]=[C:22]([Cl:24])[CH:21]=[CH:20][C:3]=1[CH2:4][N:5]1[C:9](/[CH:10]=[CH:11]/[C:12]([NH:33][S:30]([CH2:25][CH2:26][CH2:27][CH2:28][CH3:29])(=[O:32])=[O:31])=[O:14])=[CH:8][C:7]([O:15][CH2:16][CH2:17][O:18][CH3:19])=[N:6]1, predict the reactants needed to synthesize it. The reactants are: [Cl:1][C:2]1[CH:23]=[C:22]([Cl:24])[CH:21]=[CH:20][C:3]=1[CH2:4][N:5]1[C:9](/[CH:10]=[CH:11]/[C:12]([OH:14])=O)=[CH:8][C:7]([O:15][CH2:16][CH2:17][O:18][CH3:19])=[N:6]1.[CH2:25]([S:30]([NH2:33])(=[O:32])=[O:31])[CH2:26][CH2:27][CH2:28][CH3:29].N12CCCN=C1CCCCC2. (3) Given the product [Br:1][C:2]1[CH:9]=[C:8]([CH:10]=[O:15])[CH:7]=[CH:6][C:3]=1[C:4]#[N:5], predict the reactants needed to synthesize it. The reactants are: [Br:1][C:2]1[CH:9]=[C:8]([CH:10](Br)Br)[CH:7]=[CH:6][C:3]=1[C:4]#[N:5].CC[OH:15].